This data is from CYP1A2 inhibition data for predicting drug metabolism from PubChem BioAssay. The task is: Regression/Classification. Given a drug SMILES string, predict its absorption, distribution, metabolism, or excretion properties. Task type varies by dataset: regression for continuous measurements (e.g., permeability, clearance, half-life) or binary classification for categorical outcomes (e.g., BBB penetration, CYP inhibition). Dataset: cyp1a2_veith. (1) The molecule is Cc1ccccc1/C=N\NC(=O)c1csnn1. The result is 1 (inhibitor). (2) The molecule is O=C(NCCN1CCN(Cc2ccccc2)CC1)C1c2ccccc2C(=O)N2CCc3ccccc3C12. The result is 0 (non-inhibitor). (3) The compound is Nc1nc2ccc(Cl)cc2c2nc(-c3ccco3)nn12. The result is 1 (inhibitor). (4) The compound is Cc1ccc(SCCNC(=S)Nc2ccc(C)c(C)c2)cc1. The result is 1 (inhibitor). (5) The compound is O=C(N/N=C/c1ccc(Cl)cc1)Nc1ccccc1. The result is 1 (inhibitor). (6) The compound is c1ccc2c(c1)C(=Nc1ccc(N=C3c4ccccc4-c4ccccc43)cc1)c1ccccc1-2. The result is 0 (non-inhibitor). (7) The compound is COc1c(N2CCN(C(=S)Nc3ccc(F)cc3)C(C)C2)c(F)cc2c(=O)c(C(=O)O)cn(C3CC3)c12. The result is 0 (non-inhibitor). (8) The drug is CCn1c(CCNC(=O)c2ccccc2Cl)n[nH]c1=S. The result is 0 (non-inhibitor). (9) The drug is Cn1nc(C(F)(F)F)c(/C=N/OCc2c(Cl)cccc2Cl)c1Cl. The result is 1 (inhibitor). (10) The drug is CC(C)NC(=O)c1ccc2c(=O)n(Cc3ccco3)c(=S)[nH]c2c1. The result is 1 (inhibitor).